Dataset: Catalyst prediction with 721,799 reactions and 888 catalyst types from USPTO. Task: Predict which catalyst facilitates the given reaction. (1) Reactant: [Cl:1][C:2]1[N:7]=[N:6][C:5]([N:8]2[C:16]3[C:11](=[CH:12][CH:13]=[CH:14][CH:15]=3)[CH2:10][C@H:9]2[C:17]([OH:19])=[O:18])=[CH:4][CH:3]=1.[CH3:20]OC(OC)N(C)C. Product: [Cl:1][C:2]1[N:7]=[N:6][C:5]([N:8]2[C:16]3[C:11](=[CH:12][CH:13]=[CH:14][CH:15]=3)[CH2:10][C@H:9]2[C:17]([O:19][CH3:20])=[O:18])=[CH:4][CH:3]=1. The catalyst class is: 9. (2) Reactant: [NH2:1][C:2]1[N:7]=[C:6]([O:8][CH2:9][C:10]2[CH:15]=[CH:14][C:13]([CH2:16][NH:17][C:18](=[O:23])[C:19]([F:22])([F:21])[F:20])=[CH:12][CH:11]=2)[CH:5]=[C:4]([NH2:24])[N:3]=1.[N:25]([O-])=[O:26].[Na+]. Product: [NH2:1][C:2]1[N:7]=[C:6]([O:8][CH2:9][C:10]2[CH:15]=[CH:14][C:13]([CH2:16][NH:17][C:18](=[O:23])[C:19]([F:22])([F:20])[F:21])=[CH:12][CH:11]=2)[C:5]([N:25]=[O:26])=[C:4]([NH2:24])[N:3]=1. The catalyst class is: 86.